This data is from Forward reaction prediction with 1.9M reactions from USPTO patents (1976-2016). The task is: Predict the product of the given reaction. (1) Given the reactants C([Li])CCC.CCCCCC.Br[C:13]1[CH:14]=[C:15]([CH:21]2[O:26][CH2:25][C:24]([CH3:28])([CH3:27])[CH2:23][O:22]2)[CH:16]=[CH:17][C:18]=1[O:19][CH3:20].[CH3:29][S:30]SC, predict the reaction product. The product is: [CH3:20][O:19][C:18]1[CH:17]=[CH:16][C:15]([CH:21]2[O:26][CH2:25][C:24]([CH3:28])([CH3:27])[CH2:23][O:22]2)=[CH:14][C:13]=1[S:30][CH3:29]. (2) Given the reactants [C:1]([O:5][C:6]([N:8]1[C:17]2[C:12](=[CH:13][C:14]([CH2:18][CH2:19][CH2:20][CH2:21][CH2:22]OS(C)(=O)=O)=[CH:15][CH:16]=2)[CH2:11][CH2:10][CH2:9]1)=[O:7])([CH3:4])([CH3:3])[CH3:2].[CH2:28]([CH2:31][NH2:32])[CH:29]=C.[CH3:33]N(C=O)C, predict the reaction product. The product is: [C:1]([O:5][C:6]([N:8]1[C:17]2[C:12](=[CH:13][C:14]([CH2:18][CH2:19][CH2:20][CH2:21][CH2:22][N:32]([CH2:31][CH:28]=[CH2:29])[CH3:33])=[CH:15][CH:16]=2)[CH2:11][CH2:10][CH2:9]1)=[O:7])([CH3:4])([CH3:3])[CH3:2]. (3) Given the reactants [CH3:1][S:2][C:3]1[C:8]2[CH:9]=[C:10]([C:12](OC)=O)[NH:11][C:7]=2[CH:6]=[CH:5][N:4]=1.C1(C)C=CC=CC=1.CC(C)([O-:26])C.[K+].[C:29]([O:33][CH3:34])(=[O:32])[CH:30]=[CH2:31], predict the reaction product. The product is: [CH3:1][S:2][C:3]1[C:8]2[CH:9]=[C:10]3[N:11]([C:7]=2[CH:6]=[CH:5][N:4]=1)[C:31](=[O:26])[CH:30]([C:29]([O:33][CH3:34])=[O:32])[CH2:12]3.